Dataset: Retrosynthesis with 50K atom-mapped reactions and 10 reaction types from USPTO. Task: Predict the reactants needed to synthesize the given product. (1) Given the product COc1cccc(CC(=O)O)c1OCCCc1cn(-c2ncccc2C(F)(F)F)nc1C(C)C, predict the reactants needed to synthesize it. The reactants are: COC(=O)Cc1cccc(OC)c1OCCCc1cn(-c2ncccc2C(F)(F)F)nc1C(C)C. (2) Given the product N#CC1(Nc2ccccc2)CCN(C2CCC(c3ccc(F)cc3)(c3ccc(F)cc3)CC2)CC1, predict the reactants needed to synthesize it. The reactants are: Nc1ccccc1.O=C1CCN(C2CCC(c3ccc(F)cc3)(c3ccc(F)cc3)CC2)CC1.[C-]#N. (3) Given the product C=CCn1cc(C(O)(c2ccc3c(cnn3-c3ccc(F)cc3)c2)C(F)(F)F)c2ccc(N3CCCC3)cc21, predict the reactants needed to synthesize it. The reactants are: C1CCNC1.C=CCn1cc(C(O)(c2ccc3c(cnn3-c3ccc(F)cc3)c2)C(F)(F)F)c2ccc(Br)cc21. (4) Given the product CCC(=O)Nc1cccc(C2CCN(Cc3ccc4c(c3)c3ccccc3n4CC)CC2)c1, predict the reactants needed to synthesize it. The reactants are: CCC(=O)Nc1cccc(C2CCNCC2)c1.CCn1c2ccccc2c2cc(C=O)ccc21. (5) The reactants are: CS(=O)(=O)OCC1(c2cccc3ccccc23)CCCC1.[C-]#N. Given the product N#CCC1(c2cccc3ccccc23)CCCC1, predict the reactants needed to synthesize it. (6) Given the product Cc1cc(C)cc(C=C(C(=O)O)c2ccc(O)cc2)c1, predict the reactants needed to synthesize it. The reactants are: Cc1cc(C)cc(C=O)c1.O=C(O)Cc1ccc(O)cc1. (7) Given the product CC(O)C1CNCCC1=O, predict the reactants needed to synthesize it. The reactants are: CC(O)C1CN(Cc2ccccc2)CCC1=O. (8) Given the product CCN1CCC(c2cccc(OC(F)(F)F)c2F)CC1, predict the reactants needed to synthesize it. The reactants are: CCI.Fc1c(OC(F)(F)F)cccc1C1CCNCC1. (9) Given the product Cc1nn(C)c(C(N)c2ccc(F)cc2F)c1-c1c(F)cccc1F, predict the reactants needed to synthesize it. The reactants are: Cc1nn(C)c(C(Cl)c2ccc(F)cc2F)c1-c1c(F)cccc1F.N.